From a dataset of Full USPTO retrosynthesis dataset with 1.9M reactions from patents (1976-2016). Predict the reactants needed to synthesize the given product. (1) Given the product [CH:22]1([O:21][NH:20][C:18]([C@@H:13]2[CH2:12][CH2:11][C@@H:10]3[CH2:17][N:14]2[C:15](=[O:16])[N:9]3[OH:8])=[O:19])[CH2:27][CH2:26][CH2:25][CH2:24][CH2:23]1, predict the reactants needed to synthesize it. The reactants are: C([O:8][N:9]1[C:15](=[O:16])[N:14]2[CH2:17][C@H:10]1[CH2:11][CH2:12][C@H:13]2[C:18]([NH:20][O:21][CH:22]1[CH2:27][CH2:26][CH2:25][CH2:24][CH2:23]1)=[O:19])C1C=CC=CC=1.[H][H]. (2) Given the product [OH:41][NH:40][C:26](=[O:27])[CH2:25][CH2:24][CH2:23][O:22][C:18]1[CH:17]=[C:16]([CH2:15][NH:14][C:12]([C:4]2[NH:3][C:2](=[O:1])[C:11]3[C:6](=[CH:7][CH:8]=[CH:9][CH:10]=3)[N:5]=2)=[O:13])[CH:21]=[CH:20][CH:19]=1, predict the reactants needed to synthesize it. The reactants are: [O:1]=[C:2]1[C:11]2[C:6](=[CH:7][CH:8]=[CH:9][CH:10]=2)[N:5]=[C:4]([C:12]([NH:14][CH2:15][C:16]2[CH:17]=[C:18]([O:22][CH2:23][CH2:24][CH2:25][C:26](O)=[O:27])[CH:19]=[CH:20][CH:21]=2)=[O:13])[NH:3]1.CN(C=O)C.C(Cl)(=O)C(Cl)=O.[NH2:40][OH:41]. (3) Given the product [NH2:13][C:9]1[N:10]=[C:11]2[C:6](=[CH:7][CH:8]=1)[N:5]=[CH:4][C:3]([C:1]([NH2:2])=[O:18])=[CH:12]2, predict the reactants needed to synthesize it. The reactants are: [C:1]([C:3]1[CH:12]=[C:11]2[C:6]([CH:7]=[CH:8][C:9]([NH:13]C(=O)C)=[N:10]2)=[N:5][CH:4]=1)#[N:2].C([O-])([O-])=[O:18].[K+].[K+]. (4) Given the product [Cl:15][C:12]1[N:13]=[CH:14][C:9]([CH2:8][N:1]2[CH2:6][CH2:5][O:4][CH2:3][CH2:2]2)=[CH:10][CH:11]=1, predict the reactants needed to synthesize it. The reactants are: [NH:1]1[CH2:6][CH2:5][O:4][CH2:3][CH2:2]1.Br[CH2:8][C:9]1[CH:10]=[CH:11][C:12]([Cl:15])=[N:13][CH:14]=1.O. (5) The reactants are: [CH3:1][C:2]([CH3:30])([CH3:29])[C:3](=[O:28])[CH2:4][O:5][C:6]1[CH:11]=[CH:10][C:9]([C:12]([C:17]2[S:21][C:20]([S:22]([NH2:25])(=[O:24])=[O:23])=[C:19]([CH3:26])[CH:18]=2)([CH2:15][CH3:16])[CH2:13][CH3:14])=[CH:8][C:7]=1[CH3:27].CCN=C=NCCCN(C)C.[C:42](O)(=[O:45])[CH2:43][CH3:44]. Given the product [C:42]([NH:25][S:22]([C:20]1[S:21][C:17]([C:12]([C:9]2[CH:10]=[CH:11][C:6]([O:5][CH2:4][C:3](=[O:28])[C:2]([CH3:1])([CH3:29])[CH3:30])=[C:7]([CH3:27])[CH:8]=2)([CH2:13][CH3:14])[CH2:15][CH3:16])=[CH:18][C:19]=1[CH3:26])(=[O:24])=[O:23])(=[O:45])[CH2:43][CH3:44], predict the reactants needed to synthesize it. (6) Given the product [Cl:21][C:18]1[CH:17]=[CH:16][C:15]([NH:14][C:12]([CH:11]2[CH:10]([C:7]3[CH:8]=[CH:9][C:4]([Br:3])=[CH:5][C:6]=3[F:22])[CH2:1][N:23]([CH3:25])[CH2:24]2)=[O:13])=[CH:20][CH:19]=1, predict the reactants needed to synthesize it. The reactants are: [CH2:1]=O.[Br:3][C:4]1[CH:9]=[CH:8][C:7]([CH:10]=[CH:11][C:12]([NH:14][C:15]2[CH:20]=[CH:19][C:18]([Cl:21])=[CH:17][CH:16]=2)=[O:13])=[C:6]([F:22])[CH:5]=1.[NH:23]([CH2:25]C(O)=O)[CH3:24].O.